Dataset: NCI-60 drug combinations with 297,098 pairs across 59 cell lines. Task: Regression. Given two drug SMILES strings and cell line genomic features, predict the synergy score measuring deviation from expected non-interaction effect. (1) Drug 1: C1CC(=O)NC(=O)C1N2CC3=C(C2=O)C=CC=C3N. Drug 2: C1=NC2=C(N=C(N=C2N1C3C(C(C(O3)CO)O)F)Cl)N. Cell line: KM12. Synergy scores: CSS=15.7, Synergy_ZIP=-5.88, Synergy_Bliss=-4.16, Synergy_Loewe=-1.66, Synergy_HSA=-1.61. (2) Drug 1: CCN(CC)CCNC(=O)C1=C(NC(=C1C)C=C2C3=C(C=CC(=C3)F)NC2=O)C. Drug 2: C1=CN(C=N1)CC(O)(P(=O)(O)O)P(=O)(O)O. Cell line: A498. Synergy scores: CSS=-0.721, Synergy_ZIP=-1.15, Synergy_Bliss=-5.26, Synergy_Loewe=-2.53, Synergy_HSA=-6.88. (3) Cell line: MDA-MB-231. Drug 1: C1CN1C2=NC(=NC(=N2)N3CC3)N4CC4. Synergy scores: CSS=34.7, Synergy_ZIP=-9.92, Synergy_Bliss=-3.43, Synergy_Loewe=-4.65, Synergy_HSA=3.94. Drug 2: C1=C(C(=O)NC(=O)N1)F. (4) Drug 1: CC1CCC2CC(C(=CC=CC=CC(CC(C(=O)C(C(C(=CC(C(=O)CC(OC(=O)C3CCCCN3C(=O)C(=O)C1(O2)O)C(C)CC4CCC(C(C4)OC)OCCO)C)C)O)OC)C)C)C)OC. Drug 2: CCN(CC)CCNC(=O)C1=C(NC(=C1C)C=C2C3=C(C=CC(=C3)F)NC2=O)C. Cell line: SF-539. Synergy scores: CSS=11.6, Synergy_ZIP=0.620, Synergy_Bliss=3.77, Synergy_Loewe=5.69, Synergy_HSA=3.38.